From a dataset of Retrosynthesis with 50K atom-mapped reactions and 10 reaction types from USPTO. Predict the reactants needed to synthesize the given product. Given the product Fc1ccc(Cn2nc(I)c3cccnc32)c(F)c1, predict the reactants needed to synthesize it. The reactants are: Fc1ccc(CBr)c(F)c1.Ic1n[nH]c2ncccc12.